Predict the product of the given reaction. From a dataset of Forward reaction prediction with 1.9M reactions from USPTO patents (1976-2016). (1) Given the reactants [CH2:1]([N:8]1[CH2:13][CH2:12][CH:11]([CH2:14][C:15]([O:17]CC)=O)[C:10](=O)[CH2:9]1)[C:2]1[CH:7]=[CH:6][CH:5]=[CH:4][CH:3]=1.O.[NH2:22][NH2:23].BrBr.C([O-])(O)=O.[Na+], predict the reaction product. The product is: [CH2:1]([N:8]1[CH2:13][CH2:12][C:11]2[CH:14]=[C:15]([OH:17])[N:23]=[N:22][C:10]=2[CH2:9]1)[C:2]1[CH:7]=[CH:6][CH:5]=[CH:4][CH:3]=1. (2) Given the reactants ClC1C=C([C:9]2[N:13]3[C:14]4[N:22]=[C:21]([O:23][CH3:24])[CH:20]=[CH:19][C:15]=4[N:16]=[C:17]([CH3:18])[C:12]3=[C:11]([CH3:25])[N:10]=2)C=C(Cl)C=1.[Cl:26][C:27]1[CH:32]=[CH:31][C:30](B(O)O)=[C:29]([C:36]([F:39])([F:38])[F:37])[CH:28]=1.C([O-])([O-])=O.[K+].[K+], predict the reaction product. The product is: [Cl:26][C:27]1[CH:32]=[CH:31][C:30]([C:9]2[N:13]3[C:14]4[N:22]=[C:21]([O:23][CH3:24])[CH:20]=[CH:19][C:15]=4[N:16]=[C:17]([CH3:18])[C:12]3=[C:11]([CH3:25])[N:10]=2)=[C:29]([C:36]([F:39])([F:38])[F:37])[CH:28]=1. (3) The product is: [F:39][C:2]([F:1])([F:38])[C:3]1[CH:4]=[CH:5][C:6]([O:9][C:10]2[CH:11]=[C:12]([CH:16]=[C:17]3[CH2:22][CH2:21][CH:20]([NH:23][C:24]([C@@H:26]4[CH2:30][CH2:29][CH2:28][NH:27]4)=[O:25])[CH2:19][CH2:18]3)[CH:13]=[CH:14][CH:15]=2)=[N:7][CH:8]=1. Given the reactants [F:1][C:2]([F:39])([F:38])[C:3]1[CH:4]=[CH:5][C:6]([O:9][C:10]2[CH:11]=[C:12]([CH:16]=[C:17]3[CH2:22][CH2:21][CH:20]([NH:23][C:24]([C@@H:26]4[CH2:30][CH2:29][CH2:28][N:27]4C(OC(C)(C)C)=O)=[O:25])[CH2:19][CH2:18]3)[CH:13]=[CH:14][CH:15]=2)=[N:7][CH:8]=1.FC(F)(F)C(O)=O, predict the reaction product. (4) Given the reactants [Cl:1][C:2]1[C:3]([F:35])=[C:4]([C@@H:8]2[C@:12]([C:15]3[CH:20]=[CH:19][C:18]([Cl:21])=[CH:17][C:16]=3[F:22])([C:13]#[N:14])[C@H:11]([CH2:23][C:24]([CH3:27])([CH3:26])[CH3:25])[CH2:10][N:9]2[C:28]([NH:30][CH2:31][C:32](O)=[O:33])=[O:29])[CH:5]=[CH:6][CH:7]=1.[CH3:36][NH2:37], predict the reaction product. The product is: [CH3:36][NH:37][C:32]([CH2:31][NH:30][C:28]([N:9]1[CH2:10][CH:11]([CH2:23][C:24]([CH3:27])([CH3:26])[CH3:25])[C:12]([C:15]2[CH:20]=[CH:19][C:18]([Cl:21])=[CH:17][C:16]=2[F:22])([C:13]#[N:14])[CH:8]1[C:4]1[CH:5]=[CH:6][CH:7]=[C:2]([Cl:1])[C:3]=1[F:35])=[O:29])=[O:33]. (5) Given the reactants C(N(CC)CC)C.Cl[C:9]1[N:17]=[C:16]2[C:12]([N:13]([CH2:25][O:26][CH2:27][CH2:28][Si:29]([CH3:32])([CH3:31])[CH3:30])[C:14](=[O:24])[N:15]2[CH:18]2[CH2:23][CH2:22][O:21][CH2:20][CH2:19]2)=[CH:11][N:10]=1.[C:33]([Si:35]([CH3:38])([CH3:37])[CH3:36])#[CH:34], predict the reaction product. The product is: [O:21]1[CH2:22][CH2:23][CH:18]([N:15]2[C:14](=[O:24])[N:13]([CH2:25][O:26][CH2:27][CH2:28][Si:29]([CH3:32])([CH3:31])[CH3:30])[C:12]3[C:16]2=[N:17][C:9]([C:34]#[C:33][Si:35]([CH3:38])([CH3:37])[CH3:36])=[N:10][CH:11]=3)[CH2:19][CH2:20]1. (6) Given the reactants [CH3:1][O:2][C:3]1[CH:12]=[C:11]2[C:6]([N:7]=[CH:8][C:9](=[O:13])[NH:10]2)=[CH:5][CH:4]=1.[H-].[Na+].[C:16]([O:20][C:21]([NH:23][CH:24]1[CH2:29][CH2:28][N:27]([CH2:30][CH2:31]OS(C)(=O)=O)[CH2:26][CH2:25]1)=[O:22])([CH3:19])([CH3:18])[CH3:17], predict the reaction product. The product is: [C:16]([O:20][C:21](=[O:22])[NH:23][CH:24]1[CH2:29][CH2:28][N:27]([CH2:30][CH2:31][N:10]2[C:11]3[C:6](=[CH:5][CH:4]=[C:3]([O:2][CH3:1])[CH:12]=3)[N:7]=[CH:8][C:9]2=[O:13])[CH2:26][CH2:25]1)([CH3:19])([CH3:18])[CH3:17]. (7) Given the reactants [NH2:1][C:2]1[CH:9]=[CH:8][CH:7]=[C:6](Br)[C:3]=1[C:4]#[N:5].[CH:11]1(B(O)O)[CH2:13][CH2:12]1.[O-]P([O-])([O-])=O.[K+].[K+].[K+].C1(P(C2CCCCC2)C2CCCCC2)CCCCC1, predict the reaction product. The product is: [NH2:1][C:2]1[CH:9]=[CH:8][CH:7]=[C:6]([CH:11]2[CH2:13][CH2:12]2)[C:3]=1[C:4]#[N:5].